Dataset: Cav3 T-type calcium channel HTS with 100,875 compounds. Task: Binary Classification. Given a drug SMILES string, predict its activity (active/inactive) in a high-throughput screening assay against a specified biological target. The drug is FC(F)(F)c1cc(N2CCN(CC2)C(=O)CCNC(=O)Cn2c(=O)c3c(cc2)cccc3)ccc1. The result is 0 (inactive).